Dataset: hERG Central: cardiac toxicity at 1µM, 10µM, and general inhibition. Task: Predict hERG channel inhibition at various concentrations. The molecule is COc1cccc(CN(C)CC(O)COC(c2ccccc2)c2ccccc2C)c1. Results: hERG_inhib (hERG inhibition (general)): blocker.